Dataset: Catalyst prediction with 721,799 reactions and 888 catalyst types from USPTO. Task: Predict which catalyst facilitates the given reaction. (1) Reactant: [H-].[Na+].[C:3]([N:22]1[CH:26]=[C:25]([CH2:27][OH:28])[N:24]=[CH:23]1)([C:16]1[CH:21]=[CH:20][CH:19]=[CH:18][CH:17]=1)([C:10]1[CH:15]=[CH:14][CH:13]=[CH:12][CH:11]=1)[C:4]1[CH:9]=[CH:8][CH:7]=[CH:6][CH:5]=1.Br[CH2:30][C:31]([O:33][CH2:34][CH3:35])=[O:32].[I-].[K+]. Product: [C:3]([N:22]1[CH:26]=[C:25]([CH2:27][O:28][CH2:30][C:31]([O:33][CH2:34][CH3:35])=[O:32])[N:24]=[CH:23]1)([C:16]1[CH:17]=[CH:18][CH:19]=[CH:20][CH:21]=1)([C:10]1[CH:11]=[CH:12][CH:13]=[CH:14][CH:15]=1)[C:4]1[CH:9]=[CH:8][CH:7]=[CH:6][CH:5]=1. The catalyst class is: 35. (2) Reactant: [F:1][C:2]([F:39])([F:38])[C:3]1[CH:4]=[C:5]([CH:31]=[C:32]([C:34]([F:37])([F:36])[F:35])[CH:33]=1)[CH2:6][N:7]([CH2:14][C:15]1[C:16]([N:22]([CH2:25][CH:26]2[CH2:30][CH2:29][CH2:28][CH2:27]2)[CH2:23][CH3:24])=[N:17][CH:18]=[C:19](Br)[CH:20]=1)[C:8]1[N:9]=[N:10][N:11]([CH3:13])[N:12]=1.CC(C)([O-])C.[Na+].[NH:46]1[CH:50]=[CH:49][CH:48]=[CH:47]1.C(P(C(C)(C)C)C1C=CC=CC=1C1C=CC=CC=1)(C)(C)C. Product: [F:1][C:2]([F:39])([F:38])[C:3]1[CH:4]=[C:5]([CH:31]=[C:32]([C:34]([F:37])([F:36])[F:35])[CH:33]=1)[CH2:6][N:7]([CH2:14][C:15]1[C:16]([N:22]([CH2:25][CH:26]2[CH2:30][CH2:29][CH2:28][CH2:27]2)[CH2:23][CH3:24])=[N:17][CH:18]=[C:19]([N:46]2[CH:50]=[CH:49][CH:48]=[CH:47]2)[CH:20]=1)[C:8]1[N:9]=[N:10][N:11]([CH3:13])[N:12]=1. The catalyst class is: 491. (3) Reactant: [CH3:1][N:2]([CH2:13][C:14]1([C:20]([OH:22])=[O:21])[CH2:19][CH2:18][O:17][CH2:16][CH2:15]1)S(C1C=CC(C)=CC=1)(=O)=O.[BrH:23]. Product: [BrH:23].[CH3:1][NH:2][CH2:13][C:14]1([C:20]([OH:22])=[O:21])[CH2:15][CH2:16][O:17][CH2:18][CH2:19]1. The catalyst class is: 15. (4) Reactant: [CH3:1][C:2]([CH3:21])([CH3:20])[C:3]([C:5]1[O:6][C:7]2[CH:17]=[CH:16][C:15]([O:18][CH3:19])=[CH:14][C:8]=2[C:9]=1[CH2:10][C:11]([OH:13])=O)=[O:4].C1C=CC2N(O)N=NC=2C=1.[CH2:32]([C@H:35]1[CH2:39][CH2:38][C@H:37]([CH2:40][CH2:41][CH3:42])[NH:36]1)[CH2:33][CH3:34].CCN(C(C)C)C(C)C. Product: [CH2:32]([C@H:35]1[CH2:39][CH2:38][C@H:37]([CH2:40][CH2:41][CH3:42])[N:36]1[C:11](=[O:13])[CH2:10][C:9]1[C:8]2[CH:14]=[C:15]([O:18][CH3:19])[CH:16]=[CH:17][C:7]=2[O:6][C:5]=1[C:3](=[O:4])[C:2]([CH3:20])([CH3:1])[CH3:21])[CH2:33][CH3:34]. The catalyst class is: 607.